Task: Predict which catalyst facilitates the given reaction.. Dataset: Catalyst prediction with 721,799 reactions and 888 catalyst types from USPTO (1) Reactant: [B:10]1([B:10]2[O:14][C:13]([CH3:16])([CH3:15])[C:12]([CH3:18])([CH3:17])[O:11]2)[O:14][C:13]([CH3:16])([CH3:15])[C:12]([CH3:18])([CH3:17])[O:11]1.C(OOC(=O)C1C=CC=CC=1)(=O)C1C=CC=CC=1.N[C:38]1[CH:43]=[CH:42][C:41]([C:44](=[O:46])[CH3:45])=[CH:40][CH:39]=1.N(OC(C)(C)C)=O. Product: [CH3:16][C:13]1([CH3:15])[C:12]([CH3:17])([CH3:18])[O:11][B:10]([C:38]2[CH:43]=[CH:42][C:41]([C:44](=[O:46])[CH3:45])=[CH:40][CH:39]=2)[O:14]1. The catalyst class is: 10. (2) Reactant: [CH2:1]([CH:3]1[N:10](C(OCC2C=CC=CC=2)=O)[CH2:9][C:6]2([CH2:8][CH2:7]2)[NH:5][C:4]1=[O:21])[CH3:2]. Product: [CH2:1]([CH:3]1[NH:10][CH2:9][C:6]2([CH2:7][CH2:8]2)[NH:5][C:4]1=[O:21])[CH3:2]. The catalyst class is: 43.